Dataset: Experimentally validated miRNA-target interactions with 360,000+ pairs, plus equal number of negative samples. Task: Binary Classification. Given a miRNA mature sequence and a target amino acid sequence, predict their likelihood of interaction. (1) The miRNA is hsa-miR-6731-5p with sequence UGGGAGAGCAGGGUAUUGUGGA. The protein sequence of the target gene is MDTDSQRSHLSSFTMKLMDKFHSPKIKRTPSKKGKPAEVSVKIPEKPVNKEATDRFLPEGYPLPLDLEQQAVEFMSTSAVASRSQRQKNLSWLEEKEKEVVSALRYFKTIVDKMAIDKKVLEMLPGSASKVLEAILPLVQNDPRIQHSSALSSCYSRVYQSLANLIRWSDQVMLEGVNSEDKEMVTTVKGVIKAVLDGVKELVRLTIEKQGRPSPTSPVKPSSPASKPDGPAELPLTDREVEILNKTTGMSQSTELLPDATDEEVAPPKPPLPGIRVVDNSPPPALPPKKRQSAPSPTRV.... Result: 1 (interaction). (2) The miRNA is hsa-miR-140-3p with sequence UACCACAGGGUAGAACCACGG. The protein sequence of the target gene is MADFLKGLPVYNKSNFSRFHADSVCKASNRRPSVYLPTREYPSEQIIVTEKTNILLRYLHQQWDKKNAAKKRDQEQVELEGESSAPPRKVARTDSPDMHEDT. Result: 1 (interaction). (3) The miRNA is hsa-miR-222-5p with sequence CUCAGUAGCCAGUGUAGAUCCU. The protein sequence of the target gene is MTMAGGRRGLVAPQNTFLENIVRRSNDTNFVLGNAQIVDWPIVYSNDGFCKLSGYHRAEVMQKSSACSFMYGELTDKDTVEKVRQTFENYEMNSFEILMYKKNRTPVWFFVKIAPIRNEQDKVVLFLCTFSDITAFKQPIEDDSCKGWGKFARLTRALTSSRGVLQQLAPSVQKGENVHKHSRLAEVLQLGSDILPQYKQEAPKTPPHIILHYCVFKTTWDWIILILTFYTAILVPYNVSFKTRQNNVAWLVVDSIVDVIFLVDIVLNFHTTFVGPAGEVISDPKLIRMNYLKTWFVIDL.... Result: 0 (no interaction). (4) The miRNA is hsa-miR-638 with sequence AGGGAUCGCGGGCGGGUGGCGGCCU. The protein sequence of the target gene is MASVRIREAKEGDCGDILRLIRELAEFEKLSDQVKISEEALRADGFGDNPFYHCLVAEILPAPGKLLGPCVVGYGIYYFIYSTWKGRTIYLEDIYVMPEYRGQGIGSKIIKKVAEVALDKGCSQFRLAVLDWNQRAMDLYKALGAQDLTEAEGWHFFCFQGEATRKLAGK. Result: 0 (no interaction). (5) The miRNA is mmu-miR-129b-5p with sequence GCUUUUUGGGGUAAGGGCUUCC. The protein sequence of the target gene is MAQPPRLSRSGASSLWDPASPAPTSGPRPRLWEGQDVLARWTDGLLYLGTIKKVDSAREVCLVQFEDDSQFLVLWKDISPAALPGEELLCCVCRSETVVPGNRLVSCEKCRHAYHQDCHVPRAPAPGEGEGTSWVCRQCVFAIATKRGGALKKGPYARAMLGMKLSLPYGLKGLDWDAGHLSNRQQSYCYCGGPGEWNLKMLQCRSCLQWFHEACTQCLSKPLLYGDRFYEFECCVCRGGPEKVRRLQLRWVDVAHLVLYHLSVCCKKKYFDFDREILPFTSENWDSLLLGELSDTPKGE.... Result: 0 (no interaction). (6) The protein sequence of the target gene is MSSYQKELEKYRDIDEDEILRTLSPEELEQLDCELQEMDPENMLLPAGLRQRDQTKKSPTGPLDREALLQYLEQQALEVKERDDLVPFTGEKKGKPYIQPKREIPAEEQITLEPELEEALAHATDAEMCDIAAILDMYTLMSNKQYYDALCSGEICNTEGISSVVQPDKYKPVPDEPPNPTNIEEILKRVRSNDKELEEVNLNNIQDIPIPMLSELCEAMKANTYVRSFSLVATRSGDPIANAVADMLRENRSLQSLNIESNFISSTGLMAVLKAVRENATLTELRVDNQRQWPGDAVEM.... Result: 0 (no interaction). The miRNA is hsa-miR-6512-5p with sequence UACCAUUAGAAGAGCUGGAAGA. (7) The protein sequence of the target gene is MAFDVSCFFWVVLFSAGCKVITSWDQMCIEKEANKTYNCENLGLSEIPDTLPNTTEFLEFSFNFLPTIHNRTFSRLMNLTFLDLTRCQINWIHEDTFQSHHQLSTLVLTGNPLIFMAETSLNGPKSLKHLFLIQTGISNLEFIPVHNLENLESLYLGSNHISSIKFPKDFPARNLKVLDFQNNAIHYISREDMRSLEQAINLSLNFNGNNVKGIELGAFDSTIFQSLNFGGTPNLSVIFNGLQNSTTQSLWLGTFEDIDDEDISSAMLKGLCEMSVESLNLQEHRFSDISSTTFQCFTQL.... Result: 1 (interaction). The miRNA is hsa-miR-15a-5p with sequence UAGCAGCACAUAAUGGUUUGUG.